Dataset: Forward reaction prediction with 1.9M reactions from USPTO patents (1976-2016). Task: Predict the product of the given reaction. Given the reactants [CH2:1]([C:3]1[S:4][CH:5]=[C:6]([CH:8]([C:14]([CH3:16])=O)[C:9]([O:11]CC)=O)[N:7]=1)[CH3:2].[N:17]1[C:21]2[CH:22]=[CH:23][CH:24]=[CH:25][C:20]=2[NH:19][C:18]=1[CH2:26][C:27]#[N:28].C([O-])(=O)C.[NH4+], predict the reaction product. The product is: [CH2:1]([C:3]1[S:4][CH:5]=[C:6]([C:8]2[C:9](=[O:11])[N:17]3[C:18]([NH:19][C:20]4[CH:25]=[CH:24][CH:23]=[CH:22][C:21]=43)=[C:26]([C:27]#[N:28])[C:14]=2[CH3:16])[N:7]=1)[CH3:2].